The task is: Predict the product of the given reaction.. This data is from Forward reaction prediction with 1.9M reactions from USPTO patents (1976-2016). (1) Given the reactants [C:1]([O:4][CH2:5][CH:6]([OH:27])[CH2:7][CH:8]([OH:26])[CH2:9][CH2:10][CH2:11][CH2:12][CH2:13][CH2:14][CH2:15][CH:16]=[CH:17][CH2:18][CH:19]=[CH:20][CH2:21][CH2:22][CH2:23][CH2:24][CH3:25])(=[O:3])[CH3:2].C(OCC(O)CC(O)CCCCCCCCCCCC#C)(=O)C.C(OCC(O)CC(=O)CCCCCCCC=CCCCCC)(=O)C.C(OCC(O)CC(O)CCCCCCCCCCCC=C)(=O)C.C(OCC(O)CC(=O)CCCCCCCC=CCC=CCCCCC)(=O)C.C(OCC(O)CC(=O)CCCCCCCCCCCC=C)(=O)C.C(OCC(O)CC(=O)CCCCCCCCCCCCC)(=O)C, predict the reaction product. The product is: [C:1]([O:4][CH2:5][CH:6]([OH:27])[CH2:7][C:8](=[O:26])[CH:9]=[CH:10][CH2:11][CH2:12][CH2:13][CH2:14][CH2:15][CH:16]=[CH:17][CH2:18][CH:19]=[CH:20][CH2:21][CH2:22][CH2:23][CH2:24][CH3:25])(=[O:3])[CH3:2]. (2) Given the reactants [Br:1][C:2]1[CH:3]=[C:4]([C:11]2[N:15]([CH3:16])[N:14]=[N:13][N:12]=2)[CH:5]=[C:6]([N+:8]([O-])=O)[CH:7]=1, predict the reaction product. The product is: [Br:1][C:2]1[CH:7]=[C:6]([NH2:8])[CH:5]=[C:4]([C:11]2[N:15]([CH3:16])[N:14]=[N:13][N:12]=2)[CH:3]=1. (3) Given the reactants P(Cl)(Cl)(Cl)=O.[CH3:6][C:7]1[CH:12]=[CH:11][C:10]([C:13]2[N:17]([CH3:18])[N:16]=[CH:15][CH:14]=2)=[CH:9][CH:8]=1.CN(C)[CH:21]=[O:22], predict the reaction product. The product is: [CH3:6][C:7]1[CH:12]=[CH:11][C:10]([C:13]2[N:17]([CH3:18])[N:16]=[CH:15][C:14]=2[CH:21]=[O:22])=[CH:9][CH:8]=1. (4) Given the reactants [CH3:1][O:2][C:3]1[CH:4]=[C:5]2[C:9](=[CH:10][CH:11]=1)[NH:8][C:7]([C:12]1[CH:13]=[CH:14][C:15]([N+:22]([O-])=O)=[C:16]3[C:20]=1[C:19](=[O:21])[NH:18][CH2:17]3)=[CH:6]2, predict the reaction product. The product is: [NH2:22][C:15]1[CH:14]=[CH:13][C:12]([C:7]2[NH:8][C:9]3[C:5]([CH:6]=2)=[CH:4][C:3]([O:2][CH3:1])=[CH:11][CH:10]=3)=[C:20]2[C:16]=1[CH2:17][NH:18][C:19]2=[O:21]. (5) Given the reactants [Cl:1][C:2]1[CH:18]=[CH:17][C:5]([O:6][C:7]2[CH:12]=[CH:11][C:10]([C:13](=[O:15])[CH3:14])=[C:9]([CH3:16])[CH:8]=2)=[CH:4][CH:3]=1.[H-].[Na+].[I-].[CH3:22][S+](C)C, predict the reaction product. The product is: [Cl:1][C:2]1[CH:18]=[CH:17][C:5]([O:6][C:7]2[CH:12]=[CH:11][C:10]([C:13]3([CH3:22])[CH2:14][O:15]3)=[C:9]([CH3:16])[CH:8]=2)=[CH:4][CH:3]=1. (6) Given the reactants [C:1]([O:5][C:6]([N:8]1[CH2:13][CH2:12][CH:11]([N:14]2[C:22]3[C:17](=[CH:18][CH:19]=[C:20]([F:23])[CH:21]=3)[C:16]([C:24]3[N:25]=[C:26]4[C:32]([C:33]([OH:35])=O)=[CH:31][N:30]([CH2:36][O:37][CH2:38][CH2:39][Si:40]([CH3:43])([CH3:42])[CH3:41])[C:27]4=[N:28][CH:29]=3)=[N:15]2)[CH2:10][CH2:9]1)=[O:7])([CH3:4])([CH3:3])[CH3:2].Cl.[C:45]([O:49][C:50](=[O:58])[NH:51][CH:52]1[CH2:56][CH2:55][CH:54]([NH2:57])[CH2:53]1)([CH3:48])([CH3:47])[CH3:46].C(N(CC)C(C)C)(C)C.CN(C(ON1N=NC2C=CC=NC1=2)=[N+](C)C)C.F[P-](F)(F)(F)(F)F, predict the reaction product. The product is: [C:1]([O:5][C:6]([N:8]1[CH2:9][CH2:10][CH:11]([N:14]2[C:22]3[C:17](=[CH:18][CH:19]=[C:20]([F:23])[CH:21]=3)[C:16]([C:24]3[N:25]=[C:26]4[C:32]([C:33](=[O:35])[NH:57][CH:54]5[CH2:55][CH2:56][CH:52]([NH:51][C:50]([O:49][C:45]([CH3:48])([CH3:47])[CH3:46])=[O:58])[CH2:53]5)=[CH:31][N:30]([CH2:36][O:37][CH2:38][CH2:39][Si:40]([CH3:41])([CH3:42])[CH3:43])[C:27]4=[N:28][CH:29]=3)=[N:15]2)[CH2:12][CH2:13]1)=[O:7])([CH3:4])([CH3:3])[CH3:2]. (7) The product is: [F:25][C:26]1[CH:34]=[CH:33][C:29]([C:30]([NH:39][C:40]2([C:47]([O:49][CH3:50])=[O:48])[CH2:46][CH2:45][CH2:44][CH2:43][CH2:42][CH2:41]2)=[O:32])=[C:28]([N+:35]([O-:37])=[O:36])[CH:27]=1. Given the reactants CN(C(ON1N=NC2C=CC=NC1=2)=[N+](C)C)C.F[P-](F)(F)(F)(F)F.[F:25][C:26]1[CH:34]=[CH:33][C:29]([C:30]([OH:32])=O)=[C:28]([N+:35]([O-:37])=[O:36])[CH:27]=1.Cl.[NH2:39][C:40]1([C:47]([O:49][CH3:50])=[O:48])[CH2:46][CH2:45][CH2:44][CH2:43][CH2:42][CH2:41]1.C(N(C(C)C)CC)(C)C, predict the reaction product.